This data is from Full USPTO retrosynthesis dataset with 1.9M reactions from patents (1976-2016). The task is: Predict the reactants needed to synthesize the given product. (1) Given the product [C:48]([O:47][C:45]([N:1]1[C:9]2[C:4](=[CH:5][CH:6]=[CH:7][CH:8]=2)[C:3]([CH2:10][CH:11]2[C:20]3[N:16]([C:17]([C:21]4[CH:26]=[CH:25][CH:24]=[CH:23][CH:22]=4)=[N:18][N:19]=3)[C:15]3[CH:27]=[CH:28][CH:29]=[CH:30][C:14]=3[N:13]([CH2:31][C:32](=[O:33])[N:34]([CH:41]([CH3:42])[CH3:43])[C:35]3[CH:40]=[CH:39][CH:38]=[CH:37][CH:36]=3)[C:12]2=[O:44])=[CH:2]1)=[O:46])([CH3:51])([CH3:50])[CH3:49], predict the reactants needed to synthesize it. The reactants are: [NH:1]1[C:9]2[C:4](=[CH:5][CH:6]=[CH:7][CH:8]=2)[C:3]([CH2:10][CH:11]2[C:20]3[N:16]([C:17]([C:21]4[CH:26]=[CH:25][CH:24]=[CH:23][CH:22]=4)=[N:18][N:19]=3)[C:15]3[CH:27]=[CH:28][CH:29]=[CH:30][C:14]=3[N:13]([CH2:31][C:32]([N:34]([CH:41]([CH3:43])[CH3:42])[C:35]3[CH:40]=[CH:39][CH:38]=[CH:37][CH:36]=3)=[O:33])[C:12]2=[O:44])=[CH:2]1.[C:45](O[C:45]([O:47][C:48]([CH3:51])([CH3:50])[CH3:49])=[O:46])([O:47][C:48]([CH3:51])([CH3:50])[CH3:49])=[O:46]. (2) Given the product [C:1]([C:3]1[C:8]([N:9]2[CH2:14][CH2:13][C:12](=[CH:15][C:16]3[O:29][C:24]4[CH:25]=[CH:26][CH:27]=[CH:28][C:23]=4[CH:17]=3)[CH2:11][CH2:10]2)=[N:7][CH:6]=[CH:5][N:4]=1)#[N:2], predict the reactants needed to synthesize it. The reactants are: [C:1]([C:3]1[C:8]([N:9]2[CH2:14][CH2:13][C:12](=[CH:15][C:16]#[C:17][Si](C)(C)C)[CH2:11][CH2:10]2)=[N:7][CH:6]=[CH:5][N:4]=1)#[N:2].I[C:23]1[CH:28]=[CH:27][CH:26]=[CH:25][C:24]=1[OH:29].[F-].C([N+](CCCC)(CCCC)CCCC)CCC.O.O.O.O.C([O-])(=O)C.[Na+].